This data is from Full USPTO retrosynthesis dataset with 1.9M reactions from patents (1976-2016). The task is: Predict the reactants needed to synthesize the given product. (1) Given the product [NH2:1][C:2]1[C:3]([C:10]([NH:12][CH3:13])=[O:11])=[N:4][C:5]([C:8]([NH:14][OH:15])=[NH:9])=[CH:6][N:7]=1, predict the reactants needed to synthesize it. The reactants are: [NH2:1][C:2]1[C:3]([C:10]([NH:12][CH3:13])=[O:11])=[N:4][C:5]([C:8]#[N:9])=[CH:6][N:7]=1.[NH2:14][OH:15]. (2) Given the product [F:1][C:2]([F:26])([F:27])[C:3]1[CH:4]=[C:5]([NH:9][C:10](=[O:25])[C:11](=[CH:32][C:31]2[CH:34]=[CH:35][C:36]([O:38][CH3:39])=[CH:37][C:30]=2[O:29][CH3:28])[C:12]([NH:14][C:15]2[CH:20]=[CH:19][CH:18]=[C:17]([C:21]([F:24])([F:23])[F:22])[CH:16]=2)=[O:13])[CH:6]=[CH:7][CH:8]=1, predict the reactants needed to synthesize it. The reactants are: [F:1][C:2]([F:27])([F:26])[C:3]1[CH:4]=[C:5]([NH:9][C:10](=[O:25])[CH2:11][C:12]([NH:14][C:15]2[CH:20]=[CH:19][CH:18]=[C:17]([C:21]([F:24])([F:23])[F:22])[CH:16]=2)=[O:13])[CH:6]=[CH:7][CH:8]=1.[CH3:28][O:29][C:30]1[CH:37]=[C:36]([O:38][CH3:39])[CH:35]=[CH:34][C:31]=1[CH:32]=O. (3) Given the product [O:1]1[C:5]2[CH:6]=[CH:7][C:8]([CH2:10][CH:11]=[O:12])=[CH:9][C:4]=2[O:3][CH2:2]1, predict the reactants needed to synthesize it. The reactants are: [O:1]1[C:5]2[CH:6]=[CH:7][C:8]([CH2:10][CH2:11][OH:12])=[CH:9][C:4]=2[O:3][CH2:2]1.CC(OI1(OC(C)=O)(OC(C)=O)OC(=O)C2C=CC=CC1=2)=O.